The task is: Predict which catalyst facilitates the given reaction.. This data is from Catalyst prediction with 721,799 reactions and 888 catalyst types from USPTO. (1) Reactant: Br[C:2]1[CH:20]=[CH:19][C:5]([CH2:6][CH:7]2[CH2:11][CH2:10][N:9]([CH:12]3[CH2:17][CH2:16][CH2:15][CH2:14][CH2:13]3)[C:8]2=[O:18])=[C:4]([Cl:21])[CH:3]=1.C([Sn](CCCC)(CCCC)[C:27]1[CH:32]=[CH:31][CH:30]=[CH:29][N:28]=1)CCC.O.C(OCC)(=O)C. Product: [Cl:21][C:4]1[CH:3]=[CH:2][CH:20]=[CH:19][C:5]=1[CH:6]([C:27]1[CH:32]=[CH:31][CH:30]=[CH:29][N:28]=1)[CH:7]1[CH2:11][CH2:10][N:9]([CH:12]2[CH2:17][CH2:16][CH2:15][CH2:14][CH2:13]2)[C:8]1=[O:18]. The catalyst class is: 109. (2) Reactant: CC(OI1(OC(C)=O)(OC(C)=O)OC(=O)C2C=CC=CC1=2)=O.[C:23]([O:27][C:28](=[O:43])[NH:29][C:30]([C:36]1[CH:41]=[CH:40][CH:39]=[C:38]([Br:42])[CH:37]=1)([CH3:35])[CH:31]([OH:34])[C:32]#[CH:33])([CH3:26])([CH3:25])[CH3:24]. Product: [C:23]([O:27][C:28](=[O:43])[NH:29][C:30]([C:36]1[CH:41]=[CH:40][CH:39]=[C:38]([Br:42])[CH:37]=1)([CH3:35])[C:31](=[O:34])[C:32]#[CH:33])([CH3:24])([CH3:25])[CH3:26]. The catalyst class is: 2. (3) Reactant: [CH3:1][O:2][C:3]([C@@H:5]([N:13]1[CH2:21][C:17]2[CH:18]=[CH:19][S:20][C:16]=2[CH2:15][CH2:14]1)[C:6]1[CH:7]=[CH:8][CH:9]=[CH:10][C:11]=1[Cl:12])=[O:4].[S:22](=[O:26])(=[O:25])([OH:24])[OH:23]. Product: [CH3:1][O:2][C:3]([C@@H:5]([N:13]1[CH2:21][C:17]2[CH:18]=[CH:19][S:20][C:16]=2[CH2:15][CH2:14]1)[C:6]1[CH:7]=[CH:8][CH:9]=[CH:10][C:11]=1[Cl:12])=[O:4].[OH:25][S:22]([OH:26])(=[O:24])=[O:23]. The catalyst class is: 21. (4) Reactant: C([O:3][C:4](=[O:23])[C:5]([O:15][C:16]1[CH:21]=[CH:20][C:19]([Cl:22])=[CH:18][CH:17]=1)([CH3:14])[CH2:6][C:7]1[CH:12]=[CH:11][C:10](O)=[CH:9][CH:8]=1)C.[C:24]1(C2C=CC=CC=2)[CH:29]=[CH:28][CH:27]=[C:26]([C:30]2[O:31][C:32]([CH3:48])=[C:33]([CH2:35][CH2:36][O:37]S(C3C=CC(C)=CC=3)(=O)=O)[N:34]=2)[CH:25]=1.C([O-])([O-])=O.[K+].[K+].[OH-].[Na+]. Product: [C:29]1([C:7]2[CH:12]=[CH:11][CH:10]=[CH:9][CH:8]=2)[CH:24]=[CH:25][C:26]([C:30]2[O:31][C:32]([CH3:48])=[C:33]([CH2:35][CH2:36][O:37][C:10]3[CH:9]=[CH:8][C:7]([CH2:6][C:5]([O:15][C:16]4[CH:17]=[CH:18][C:19]([Cl:22])=[CH:20][CH:21]=4)([CH3:14])[C:4]([OH:3])=[O:23])=[CH:12][CH:11]=3)[N:34]=2)=[CH:27][CH:28]=1. The catalyst class is: 8. (5) Reactant: C[O:2][C:3]1[CH:8]=[CH:7][N:6]=[CH:5][CH:4]=1.Cl[C:10]([O:12][C:13]1[CH:18]=CC=C[CH:14]=1)=[O:11].[CH:19]1([CH2:25][Mg]Br)[CH2:24][CH2:23][CH2:22][CH2:21][CH2:20]1.[C:28](O[K])(C)(C)C. Product: [C:13]([O:12][C:10]([N:6]1[CH:7]=[CH:8][C:3](=[O:2])[CH2:4][CH:5]1[CH2:25][CH:19]1[CH2:24][CH2:23][CH2:22][CH2:21][CH2:20]1)=[O:11])([CH3:18])([CH3:28])[CH3:14]. The catalyst class is: 1. (6) The catalyst class is: 106. Product: [Cl:1][C:2]1[C:3]([C:29]2[CH:34]=[CH:33][C:32]([C:35]3[CH:40]=[CH:39][CH:38]=[CH:37][C:36]=3[OH:41])=[CH:31][CH:30]=2)=[CH:4][C:5]2[N:9]=[C:8]([O:10][CH:11]3[CH2:14][CH:13]([C:15]([OH:17])=[O:16])[CH2:12]3)[NH:7][C:6]=2[CH:28]=1. Reactant: [Cl:1][C:2]1[C:3]([C:29]2[CH:34]=[CH:33][C:32]([C:35]3[CH:40]=[CH:39][CH:38]=[CH:37][C:36]=3[OH:41])=[CH:31][CH:30]=2)=[CH:4][C:5]2[N:9]=[C:8]([O:10][CH:11]3[CH2:14][CH:13]([C:15]([O:17]CC)=[O:16])[CH2:12]3)[N:7](COCC[Si](C)(C)C)[C:6]=2[CH:28]=1.S(=O)(=O)(O)[O-].[K+]. (7) Reactant: CS(O[CH2:6][C@H:7]1[CH2:12][CH2:11][CH2:10][CH2:9][C@@H:8]1[NH:13][C:14]([O:16][C:17]([CH3:20])([CH3:19])[CH3:18])=[O:15])(=O)=O.[N-:21]=[N+:22]=[N-:23].[Na+]. Product: [N:21]([CH2:6][C@H:7]1[CH2:12][CH2:11][CH2:10][CH2:9][C@@H:8]1[NH:13][C:14](=[O:15])[O:16][C:17]([CH3:20])([CH3:19])[CH3:18])=[N+:22]=[N-:23]. The catalyst class is: 3.